Dataset: Catalyst prediction with 721,799 reactions and 888 catalyst types from USPTO. Task: Predict which catalyst facilitates the given reaction. (1) Reactant: C([O:8][C:9]1[N:10]=[N:11][C:12]([C:23]#[C:24][C:25]2[CH:30]=[CH:29][CH:28]=[C:27]([C:31]([F:34])([F:33])[F:32])[CH:26]=2)=[CH:13][C:14]=1[O:15]CC1C=CC=CC=1)C1C=CC=CC=1. Product: [OH:15][C:14]1[C:9](=[O:8])[NH:10][N:11]=[C:12]([CH2:23][CH2:24][C:25]2[CH:30]=[CH:29][CH:28]=[C:27]([C:31]([F:33])([F:32])[F:34])[CH:26]=2)[CH:13]=1. The catalyst class is: 111. (2) Reactant: [OH:1][C@@H:2]1[C@H:6]2[N:7](C(OCC3C4C=CC=CC=4C4C3=CC=CC=4)=O)[CH2:8][C@@H:9]([CH3:10])[C@H:5]2[O:4][CH2:3]1.O[C@@H]1[C@H]2N(C(OCC3C=CC=CC=3)=O)C[C@@H](C)[C@H]2OC1.[H][H]. Product: [CH3:10][C@@H:9]1[CH2:8][NH:7][C@@H:6]2[C@@H:2]([OH:1])[CH2:3][O:4][C@H:5]12. The catalyst class is: 43. (3) Reactant: [N:1]1([C:6]2[CH:11]=[CH:10][C:9]([C:12]3[O:13][C:14]4[CH:30]=[CH:29][C:28]([NH:31]C(=O)C)=[CH:27][C:15]=4[C:16](=[O:26])[C:17]=3[O:18][CH2:19][C:20]3[CH:25]=[CH:24][CH:23]=[CH:22][CH:21]=3)=[CH:8][CH:7]=2)[CH:5]=[CH:4][N:3]=[CH:2]1.Cl. Product: [N:1]1([C:6]2[CH:11]=[CH:10][C:9]([C:12]3[O:13][C:14]4[CH:30]=[CH:29][C:28]([NH2:31])=[CH:27][C:15]=4[C:16](=[O:26])[C:17]=3[O:18][CH2:19][C:20]3[CH:25]=[CH:24][CH:23]=[CH:22][CH:21]=3)=[CH:8][CH:7]=2)[CH:5]=[CH:4][N:3]=[CH:2]1. The catalyst class is: 8. (4) Product: [Cl:1][C:2]1[CH:7]=[C:6]([Cl:8])[CH:5]=[CH:4][C:3]=1[C:9]1[C:10]([CH:18]([NH:19][S:20]([C:22]([CH3:25])([CH3:24])[CH3:23])=[O:21])[CH3:26])=[CH:11][C:12]2[N:13]([CH:15]=[CH:16][N:17]=2)[CH:14]=1. The catalyst class is: 20. Reactant: [Cl:1][C:2]1[CH:7]=[C:6]([Cl:8])[CH:5]=[CH:4][C:3]=1[C:9]1[C:10](/[CH:18]=[N:19]/[S:20]([C:22]([CH3:25])([CH3:24])[CH3:23])=[O:21])=[CH:11][C:12]2[N:13]([CH:15]=[CH:16][N:17]=2)[CH:14]=1.[CH3:26][Mg]Br.[NH4+].[Cl-].